From a dataset of Full USPTO retrosynthesis dataset with 1.9M reactions from patents (1976-2016). Predict the reactants needed to synthesize the given product. (1) The reactants are: C(N(CC)CC)C.[CH3:8][S:9][C:10]1[N:11]=[CH:12][C:13]2[CH:19]=[C:18]([C:20]([OH:22])=O)[C:17](=[O:23])[NH:16][C:14]=2[N:15]=1.CN(C(ON1N=NC2C=CC=NC1=2)=[N+](C)C)C.F[P-](F)(F)(F)(F)F.[NH2:48][C:49]1[CH:50]=[C:51]([CH:56]=[CH:57][C:58]=1[Cl:59])[C:52]([O:54][CH3:55])=[O:53]. Given the product [CH3:55][O:54][C:52](=[O:53])[C:51]1[CH:56]=[CH:57][C:58]([Cl:59])=[C:49]([NH:48][C:20]([C:18]2[C:17](=[O:23])[NH:16][C:14]3[N:15]=[C:10]([S:9][CH3:8])[N:11]=[CH:12][C:13]=3[CH:19]=2)=[O:22])[CH:50]=1, predict the reactants needed to synthesize it. (2) Given the product [N:22]1[CH:23]=[CH:24][CH:25]=[C:20]([C:19]([N:9]2[CH2:10][CH2:11][C:6]3([CH2:1][CH2:2][N:3]([C:12]([O:14][C:15]([CH3:18])([CH3:17])[CH3:16])=[O:13])[CH2:4][CH2:5]3)[CH2:7][CH2:8]2)=[O:26])[CH:21]=1, predict the reactants needed to synthesize it. The reactants are: [CH2:1]1[C:6]2([CH2:11][CH2:10][NH:9][CH2:8][CH2:7]2)[CH2:5][CH2:4][N:3]([C:12]([O:14][C:15]([CH3:18])([CH3:17])[CH3:16])=[O:13])[CH2:2]1.[C:19](O)(=[O:26])[C:20]1[CH:25]=[CH:24][CH:23]=[N:22][CH:21]=1.CCN(C(C)C)C(C)C.CN(C(ON1N=NC2C=CC=CC1=2)=[N+](C)C)C.F[P-](F)(F)(F)(F)F. (3) Given the product [C:1]1([C:7]2[CH:16]=[CH:15][CH:14]=[C:13]3[C:8]=2[C:9]([NH:25][CH2:26][C:27]2[CH:32]=[CH:31][CH:30]=[CH:29][N:28]=2)=[N:10][C:11]([C:17]2[CH:24]=[C:21]([CH2:22][OH:23])[CH:20]=[N:19][CH:18]=2)=[N:12]3)[CH:2]=[CH:3][CH:4]=[CH:5][CH:6]=1, predict the reactants needed to synthesize it. The reactants are: [C:1]1([C:7]2[CH:16]=[CH:15][CH:14]=[C:13]3[C:8]=2[C:9]([NH:25][CH2:26][C:27]2[CH:32]=[CH:31][CH:30]=[CH:29][N:28]=2)=[N:10][C:11]([C:17]2[CH:18]=[N:19][CH:20]=[C:21]([CH:24]=2)[CH:22]=[O:23])=[N:12]3)[CH:6]=[CH:5][CH:4]=[CH:3][CH:2]=1.[BH4-].[Na+].[Cl-].[NH4+]. (4) Given the product [O:8]=[C:2]1[CH2:3][CH:4]2[N:7]([C:21]([O:20][C:17]([CH3:19])([CH3:18])[CH3:16])=[O:22])[CH:1]1[CH2:6][CH2:5]2, predict the reactants needed to synthesize it. The reactants are: [CH:1]12[NH:7][CH:4]([CH2:5][CH2:6]1)[CH2:3][C:2]2=[O:8].C(N(CC)CC)C.[CH3:16][C:17]([O:20][C:21](O[C:21]([O:20][C:17]([CH3:19])([CH3:18])[CH3:16])=[O:22])=[O:22])([CH3:19])[CH3:18]. (5) Given the product [Cl:1][C:2]1[CH:3]=[C:4]([C@@H:8]2[C@@H:13]([C:14]3[CH:19]=[CH:18][C:17]([Cl:20])=[CH:16][CH:15]=3)[N:12]([CH2:21][CH:22]3[CH2:23][CH2:24]3)[C:11](=[O:25])[C@@H:10]([CH2:26][C:27]([O:29][CH3:34])=[O:28])[CH2:9]2)[CH:5]=[CH:6][CH:7]=1, predict the reactants needed to synthesize it. The reactants are: [Cl:1][C:2]1[CH:3]=[C:4]([C@@H:8]2[C@@H:13]([C:14]3[CH:19]=[CH:18][C:17]([Cl:20])=[CH:16][CH:15]=3)[N:12]([CH2:21][CH:22]3[CH2:24][CH2:23]3)[C:11](=[O:25])[C@@H:10]([CH2:26][C:27]([OH:29])=[O:28])[CH2:9]2)[CH:5]=[CH:6][CH:7]=1.S(Cl)(Cl)=O.[CH3:34]COC(C)=O.C([O-])(O)=O.[Na+].